From a dataset of Full USPTO retrosynthesis dataset with 1.9M reactions from patents (1976-2016). Predict the reactants needed to synthesize the given product. (1) Given the product [Cl:1][C:2]1[CH:7]=[CH:6][C:5]([CH2:8][C:19]2[CH:18]=[CH:17][CH:16]=[C:12]3[C:11]=2[C:10](=[O:20])[NH:14][C:13]3=[O:15])=[CH:4][N:3]=1, predict the reactants needed to synthesize it. The reactants are: [Cl:1][C:2]1[CH:7]=[CH:6][C:5]([CH2:8]Cl)=[CH:4][N:3]=1.[C:10]1(=[O:20])[NH:14][C:13](=[O:15])[C:12]2=[CH:16][CH:17]=[CH:18][CH:19]=[C:11]12. (2) Given the product [CH3:1][C:2]1[CH:3]=[C:4]([CH:30]=[CH:31][C:32]=1[CH3:33])[CH2:5][CH:6]([CH2:10][C:11]([N:12]1[CH2:13][CH2:14][CH:15]([N:18]2[CH2:27][C:26]3[C:21](=[CH:22][CH:23]=[CH:24][CH:25]=3)[NH:20][C:19]2=[O:28])[CH2:16][CH2:17]1)=[O:29])[C:7]([N:46]1[CH2:45][CH2:44][CH:43]([N:40]2[CH2:39][CH2:38][N:37]([CH:34]([CH3:36])[CH3:35])[CH2:42][CH2:41]2)[CH2:48][CH2:47]1)=[O:8], predict the reactants needed to synthesize it. The reactants are: [CH3:1][C:2]1[CH:3]=[C:4]([CH:30]=[CH:31][C:32]=1[CH3:33])[CH2:5][CH:6]([CH2:10][C:11](=[O:29])[N:12]1[CH2:17][CH2:16][CH:15]([N:18]2[CH2:27][C:26]3[C:21](=[CH:22][CH:23]=[CH:24][CH:25]=3)[NH:20][C:19]2=[O:28])[CH2:14][CH2:13]1)[C:7](O)=[O:8].[CH:34]([N:37]1[CH2:42][CH2:41][N:40]([CH:43]2[CH2:48][CH2:47][NH:46][CH2:45][CH2:44]2)[CH2:39][CH2:38]1)([CH3:36])[CH3:35].